From a dataset of HIV replication inhibition screening data with 41,000+ compounds from the AIDS Antiviral Screen. Binary Classification. Given a drug SMILES string, predict its activity (active/inactive) in a high-throughput screening assay against a specified biological target. The molecule is CCOC(=O)c1c(O)nc2cccc3c2c1-c1cccnc1S3. The result is 0 (inactive).